Dataset: Full USPTO retrosynthesis dataset with 1.9M reactions from patents (1976-2016). Task: Predict the reactants needed to synthesize the given product. (1) The reactants are: [NH2:1][CH2:2][C@@H:3]1[CH2:8][N:7](C(OC(C)(C)C)=O)[C:6]2[CH:16]=[CH:17][CH:18]=[C:19]([C:20]3[CH:25]=[CH:24][C:23]([Cl:26])=[CH:22][C:21]=3[C:27]([F:30])([F:29])[F:28])[C:5]=2[O:4]1.Cl.C(O)C. Given the product [Cl:26][C:23]1[CH:24]=[CH:25][C:20]([C:19]2[C:5]3[O:4][C@H:3]([CH2:2][NH2:1])[CH2:8][NH:7][C:6]=3[CH:16]=[CH:17][CH:18]=2)=[C:21]([C:27]([F:29])([F:30])[F:28])[CH:22]=1, predict the reactants needed to synthesize it. (2) Given the product [CH2:1]([N:5]1[C:9](=[O:10])[C:8]([Cl:23])=[C:7]([C:12]2[CH:17]=[CH:16][CH:15]=[CH:14][CH:13]=2)[S:6]1(=[O:19])=[O:18])[CH2:2][CH2:3][CH3:4], predict the reactants needed to synthesize it. The reactants are: [CH2:1]([N:5]1[C:9](=[O:10])[C:8](O)=[C:7]([C:12]2[CH:17]=[CH:16][CH:15]=[CH:14][CH:13]=2)[S:6]1(=[O:19])=[O:18])[CH2:2][CH2:3][CH3:4].C(Cl)(=O)C([Cl:23])=O.CN(C=O)C.